This data is from Experimentally validated miRNA-target interactions with 360,000+ pairs, plus equal number of negative samples. The task is: Binary Classification. Given a miRNA mature sequence and a target amino acid sequence, predict their likelihood of interaction. The miRNA is mmu-miR-290a-5p with sequence ACUCAAACUAUGGGGGCACUUU. The protein sequence of the target gene is MPGPLGLLCFLALGLLGSAGPSGAAPPLCAAPCSCDGDRRVDCSGKGLTAVPEGLSAFTQALDISMNNITQLPEDAFKNFPFLEELQLAGNDLSFIHPKALSGLKELKVLTLQNNQLKTVPSEAIRGLSALQSLRLDANHITSVPEDSFEGLVQLRHLWLDDNSLTEVPVHPLSNLPTLQALTLALNKISSIPDFAFTNLSSLVVLHLHNNKIRSLSQHCFDGLDNLETLDLNYNNLGEFPQAIKALPSLKELGFHSNSISVIPDGAFDGNPLLRTIHLYDNPLSFVGNSAFHNLSDLHS.... Result: 0 (no interaction).